This data is from Full USPTO retrosynthesis dataset with 1.9M reactions from patents (1976-2016). The task is: Predict the reactants needed to synthesize the given product. (1) Given the product [NH2:18][C:15]1[CH:14]=[CH:13][C:12]([C:4]2[O:3][C:2]([CH3:1])=[C:6]([C:7]([O:9][CH2:10][CH3:11])=[O:8])[CH:5]=2)=[CH:17][CH:16]=1, predict the reactants needed to synthesize it. The reactants are: [CH3:1][C:2]1[O:3][C:4]([C:12]2[CH:17]=[CH:16][C:15]([N+:18]([O-])=O)=[CH:14][CH:13]=2)=[CH:5][C:6]=1[C:7]([O:9][CH2:10][CH3:11])=[O:8].Cl. (2) Given the product [NH2:8][C:9]1[N:14]=[C:13]([C:15]2[NH:19][C:18]([C:28]3[CH:33]=[C:32]([Cl:34])[CH:31]=[CH:30][C:29]=3[CH3:35])=[C:17]([C:36]([NH2:38])=[O:37])[CH:16]=2)[C:12]([C:39]#[C:40][C:41]2[CH:42]=[CH:43][C:44]([C:47]([N:49]3[CH2:54][CH2:53][N:52]([CH3:55])[CH2:51][CH2:50]3)=[O:48])=[CH:45][CH:46]=2)=[CH:11][N:10]=1, predict the reactants needed to synthesize it. The reactants are: FC(F)(F)C(O)=O.[NH2:8][C:9]1[N:14]=[C:13]([C:15]2[N:19](COCC[Si](C)(C)C)[C:18]([C:28]3[CH:33]=[C:32]([Cl:34])[CH:31]=[CH:30][C:29]=3[CH3:35])=[C:17]([C:36]([NH2:38])=[O:37])[CH:16]=2)[C:12]([C:39]#[C:40][C:41]2[CH:46]=[CH:45][C:44]([C:47]([N:49]3[CH2:54][CH2:53][N:52]([CH3:55])[CH2:51][CH2:50]3)=[O:48])=[CH:43][CH:42]=2)=[CH:11][N:10]=1. (3) The reactants are: [CH3:1][O:2][C:3]1[CH:4]=[C:5]([NH:15][C:16]([NH2:18])=[S:17])[CH:6]=[CH:7][C:8]=1[N:9]1[CH:13]=[C:12]([CH3:14])[N:11]=[CH:10]1.Br.BrC1[C:26](=O)[CH:25]([C:28]2[CH:33]=[CH:32][CH:31]=[CH:30][C:29]=2[Cl:34])[CH2:24][CH2:23][CH2:22]1.C([N:38]([CH2:42][CH3:43])C(C)C)(C)C. Given the product [CH2:42]([N:38]1[CH2:26][CH:25]([C:28]2[CH:33]=[CH:32][CH:31]=[CH:30][C:29]=2[Cl:34])[C:24]2[N:18]=[C:16]([NH:15][C:5]3[CH:6]=[CH:7][C:8]([N:9]4[CH:13]=[C:12]([CH3:14])[N:11]=[CH:10]4)=[C:3]([O:2][CH3:1])[CH:4]=3)[S:17][C:23]=2[CH2:22]1)[C:43]1[CH:5]=[CH:4][CH:3]=[CH:8][CH:7]=1, predict the reactants needed to synthesize it. (4) The reactants are: Cl.Cl.[NH2:3][CH:4]1[CH2:13][C:12]2[C:7](=[CH:8][CH:9]=[N:10][CH:11]=2)[NH:6][C:5]1=[O:14].C(OC([NH:22][C@H:23]([CH2:28][C:29]1[CH:34]=[C:33]([F:35])[CH:32]=[CH:31][C:30]=1[F:36])[CH2:24][C:25](O)=[O:26])=O)(C)(C)C.C(N(CC)CC)C.CCN=C=NCCCN(C)C.Cl.C1C=CC2N(O)N=NC=2C=1. Given the product [NH2:22][C@H:23]([CH2:28][C:29]1[CH:34]=[C:33]([F:35])[CH:32]=[CH:31][C:30]=1[F:36])[CH2:24][C:25]([NH:3][CH:4]1[CH2:13][C:12]2[C:7](=[CH:8][CH:9]=[N:10][CH:11]=2)[NH:6][C:5]1=[O:14])=[O:26], predict the reactants needed to synthesize it. (5) Given the product [Br:38][C:23]1[CH:22]=[C:21]([CH:17]2[O:18][CH2:19][CH2:20][NH:15][CH2:16]2)[CH:26]=[CH:25][C:24]=1[NH:27][C:28]([NH:30][C:31]1[CH:32]=[N:33][C:34]([Cl:37])=[CH:35][CH:36]=1)=[O:29], predict the reactants needed to synthesize it. The reactants are: FC(F)(F)C(O)=O.C(OC([N:15]1[CH2:20][CH2:19][O:18][CH:17]([C:21]2[CH:26]=[CH:25][C:24]([NH:27][C:28]([NH:30][C:31]3[CH:32]=[N:33][C:34]([Cl:37])=[CH:35][CH:36]=3)=[O:29])=[C:23]([Br:38])[CH:22]=2)[CH2:16]1)=O)(C)(C)C.[OH-].[Na+].